This data is from Catalyst prediction with 721,799 reactions and 888 catalyst types from USPTO. The task is: Predict which catalyst facilitates the given reaction. (1) Reactant: O[CH2:2][CH2:3][CH2:4][CH2:5][C:6]1[S:29][C:9]2=[N:10][CH:11]=[C:12]([C:27]#[N:28])[C:13]([NH:14][C:15]3[CH:20]=[C:19]([O:21][CH3:22])[C:18]([O:23][CH3:24])=[C:17]([O:25][CH3:26])[CH:16]=3)=[C:8]2[CH:7]=1.C(Br)(Br)(Br)[Br:31].C1(P(C2C=CC=CC=2)C2C=CC=CC=2)C=CC=CC=1. Product: [Br:31][CH2:2][CH2:3][CH2:4][CH2:5][C:6]1[S:29][C:9]2=[N:10][CH:11]=[C:12]([C:27]#[N:28])[C:13]([NH:14][C:15]3[CH:20]=[C:19]([O:21][CH3:22])[C:18]([O:23][CH3:24])=[C:17]([O:25][CH3:26])[CH:16]=3)=[C:8]2[CH:7]=1. The catalyst class is: 4. (2) Reactant: [Cl:1][C:2]1[N:3]=[C:4](Cl)[C:5]2[CH2:10][N:9]([CH:11]([CH3:13])[CH3:12])[C:8](=[O:14])[C:6]=2[N:7]=1.Cl.[CH3:17][C:18]([NH2:28])([CH3:27])[CH2:19][C:20]1[CH:25]=[CH:24][C:23]([CH3:26])=[CH:22][CH:21]=1.CCN(C(C)C)C(C)C. Product: [Cl:1][C:2]1[N:3]=[C:4]([NH:28][C:18]([CH3:27])([CH3:17])[CH2:19][C:20]2[CH:25]=[CH:24][C:23]([CH3:26])=[CH:22][CH:21]=2)[C:5]2[CH2:10][N:9]([CH:11]([CH3:13])[CH3:12])[C:8](=[O:14])[C:6]=2[N:7]=1. The catalyst class is: 2.